From a dataset of TCR-epitope binding with 47,182 pairs between 192 epitopes and 23,139 TCRs. Binary Classification. Given a T-cell receptor sequence (or CDR3 region) and an epitope sequence, predict whether binding occurs between them. (1) The epitope is FLYNLLTRV. The TCR CDR3 sequence is CASSLGGDGYTF. Result: 0 (the TCR does not bind to the epitope). (2) The epitope is PROT_97E67BCC. The TCR CDR3 sequence is CASRLRTSGGTDTQYF. Result: 1 (the TCR binds to the epitope). (3) The epitope is FTISVTTEIL. The TCR CDR3 sequence is CASSVGGTGTYEQYF. Result: 1 (the TCR binds to the epitope). (4) The epitope is KAYNVTQAF. The TCR CDR3 sequence is CASSYYNTEAFF. Result: 1 (the TCR binds to the epitope). (5) The epitope is KLVALGINAV. The TCR CDR3 sequence is CASSLGQGKNEQFF. Result: 0 (the TCR does not bind to the epitope). (6) The epitope is IVTDFSVIK. The TCR CDR3 sequence is CASSMDRGSADTQYF. Result: 1 (the TCR binds to the epitope). (7) The epitope is LPRRSGAAGA. The TCR CDR3 sequence is CASSQDRGGVNYEQYF. Result: 1 (the TCR binds to the epitope).